This data is from Cav3 T-type calcium channel HTS with 100,875 compounds. The task is: Binary Classification. Given a drug SMILES string, predict its activity (active/inactive) in a high-throughput screening assay against a specified biological target. (1) The drug is O=c1n(Cc2ncccc2)cnc2c1[nH]c1c2ccc(OC)c1. The result is 0 (inactive). (2) The compound is s1c2CC(CCc2c2c1nc(SC)n(c2=O)C)C. The result is 0 (inactive). (3) The molecule is Clc1c(NC(=O)C)cc(NC(=O)CCCC(O)=O)cc1. The result is 0 (inactive). (4) The compound is O=C(Nc1nn(nn1)C)c1ccc(C(C)(C)C)cc1. The result is 0 (inactive). (5) The molecule is O=C(NC1CCCCC1)C1(N(Cc2occc2)C=O)CCCCC1. The result is 0 (inactive). (6) The molecule is FC(F)(F)c1c(nn(c2ccccc2)c(=O)c1)C(=O)c1ccccc1. The result is 0 (inactive).